Dataset: Catalyst prediction with 721,799 reactions and 888 catalyst types from USPTO. Task: Predict which catalyst facilitates the given reaction. (1) Reactant: [NH2:1][C:2]1[CH:7]=[CH:6][C:5]([CH:8]([CH2:14][CH:15]([CH3:17])[CH3:16])[C:9]([O:11][CH2:12][CH3:13])=[O:10])=[CH:4][C:3]=1[O:18][CH2:19][C:20]([F:23])([F:22])[F:21].C1C(=O)N([Cl:31])C(=O)C1. Product: [NH2:1][C:2]1[C:3]([O:18][CH2:19][C:20]([F:21])([F:22])[F:23])=[CH:4][C:5]([CH:8]([CH2:14][CH:15]([CH3:16])[CH3:17])[C:9]([O:11][CH2:12][CH3:13])=[O:10])=[CH:6][C:7]=1[Cl:31]. The catalyst class is: 146. (2) Reactant: P12(SP3(SP(SP(S3)(S1)=S)(=S)S2)=S)=[S:2].O.C(OCC)C.Cl[CH:22]1[C:27](=O)[CH2:26][CH2:25][N:24]([C:29]([O:31][CH2:32][CH3:33])=[O:30])[CH2:23]1.[CH:34]([NH2:36])=O. Product: [CH2:32]([O:31][C:29]([N:24]1[CH2:25][CH2:26][C:27]2[N:36]=[CH:34][S:2][C:22]=2[CH2:23]1)=[O:30])[CH3:33]. The catalyst class is: 51. (3) Reactant: [N+:1]([C:4]1[CH:9]=[CH:8][C:7]([O:10][CH:11]([CH2:16][CH2:17][CH:18]=[CH2:19])[CH2:12][CH2:13][CH:14]=[CH2:15])=[CH:6][CH:5]=1)([O-])=O.Cl.[OH-].[Na+]. Product: [NH2:1][C:4]1[CH:5]=[CH:6][C:7]([O:10][CH:11]([CH2:16][CH2:17][CH:18]=[CH2:19])[CH2:12][CH2:13][CH:14]=[CH2:15])=[CH:8][CH:9]=1. The catalyst class is: 679. (4) Reactant: [Cl:1][C:2]1[C:7]([C:8]#[N:9])=[C:6]([CH3:10])[CH:5]=[C:4]([Cl:11])[N:3]=1.CO[CH:14](OC)[N:15]([CH3:17])[CH3:16]. Product: [Cl:1][C:2]1[C:7]([C:8]#[N:9])=[C:6](/[CH:10]=[CH:14]/[N:15]([CH3:17])[CH3:16])[CH:5]=[C:4]([Cl:11])[N:3]=1. The catalyst class is: 32. (5) Reactant: [C:1]1([Mg]Br)[CH:6]=[CH:5][CH:4]=[CH:3][CH:2]=1.[NH2:9][C:10]1[C:18]2[C:13](=[N:14][C:15]([CH3:21])=[CH:16][C:17]=2[CH:19]=[O:20])[S:12][C:11]=1[C:22]([NH2:24])=[O:23]. Product: [NH2:9][C:10]1[C:18]2[C:13](=[N:14][C:15]([CH3:21])=[CH:16][C:17]=2[CH:19]([OH:20])[C:1]2[CH:6]=[CH:5][CH:4]=[CH:3][CH:2]=2)[S:12][C:11]=1[C:22]([NH2:24])=[O:23]. The catalyst class is: 1. (6) Reactant: [CH3:1][C:2]1[C:10]([CH2:11][CH2:12][N:13]2[CH2:18][CH2:17][CH:16]([C:19]([O:21]C(C)(C)C)=[O:20])[CH2:15][CH2:14]2)=[CH:9][CH:8]=[C:7]2[C:3]=1[CH2:4][O:5][C:6]2=[O:26]. The catalyst class is: 89. Product: [CH3:1][C:2]1[C:10]([CH2:11][CH2:12][N:13]2[CH2:18][CH2:17][CH:16]([C:19]([OH:21])=[O:20])[CH2:15][CH2:14]2)=[CH:9][CH:8]=[C:7]2[C:3]=1[CH2:4][O:5][C:6]2=[O:26]. (7) Reactant: Br.[NH2:2][C:3]1[S:4][C:5](Br)=[CH:6][N:7]=1.C(=O)([O-])[O-].[K+].[K+].[NH:15]1[CH:19]=[CH:18][N:17]=[CH:16]1. Product: [N:15]1([C:5]2[S:4][C:3]([NH2:2])=[N:7][CH:6]=2)[CH:19]=[CH:18][N:17]=[CH:16]1. The catalyst class is: 3. (8) Reactant: [CH3:1][O:2][C:3]1[CH:4]=[C:5]([C:9]2([C:15]#[N:16])[CH2:14][CH2:13][NH:12][CH2:11][CH2:10]2)[CH:6]=[CH:7][CH:8]=1.C(N(CC)CC)C.[C:24](Cl)(=[O:31])[C:25]1[CH:30]=[CH:29][CH:28]=[CH:27][CH:26]=1.C(=O)([O-])O.[Na+]. Product: [C:24]([N:12]1[CH2:13][CH2:14][C:9]([C:5]2[CH:6]=[CH:7][CH:8]=[C:3]([O:2][CH3:1])[CH:4]=2)([C:15]#[N:16])[CH2:10][CH2:11]1)(=[O:31])[C:25]1[CH:30]=[CH:29][CH:28]=[CH:27][CH:26]=1. The catalyst class is: 4. (9) Reactant: Br[C:2]1[CH:7]=[CH:6][C:5]([C:8]2[N:9]([CH2:14][C@@H:15]3[CH2:19][CH2:18][N:17]([C:20]([CH:22]4[CH2:24][C:23]4([F:26])[F:25])=[O:21])[CH2:16]3)[C:10](=[O:13])[NH:11][N:12]=2)=[CH:4][CH:3]=1.CC1(C)C(C)(C)OB([C:35]2[CH:36]=[CH:37][C:38]3[O:42][CH:41]=[CH:40][C:39]=3[CH:43]=2)O1.C([O-])([O-])=O.[Cs+].[Cs+]. Product: [O:42]1[C:38]2[CH:37]=[CH:36][C:35]([C:2]3[CH:7]=[CH:6][C:5]([C:8]4[N:9]([CH2:14][C@@H:15]5[CH2:19][CH2:18][N:17]([C:20]([CH:22]6[CH2:24][C:23]6([F:26])[F:25])=[O:21])[CH2:16]5)[C:10](=[O:13])[NH:11][N:12]=4)=[CH:4][CH:3]=3)=[CH:43][C:39]=2[CH:40]=[CH:41]1. The catalyst class is: 140. (10) Reactant: [I:1][C:2]1[CH:3]=[C:4]([CH:10]=[C:11]([N+:13]([O-])=O)[CH:12]=1)[C:5]([O:7][CH2:8][CH3:9])=[O:6].[Sn](Cl)Cl. Product: [NH2:13][C:11]1[CH:10]=[C:4]([CH:3]=[C:2]([I:1])[CH:12]=1)[C:5]([O:7][CH2:8][CH3:9])=[O:6]. The catalyst class is: 8.